From a dataset of Catalyst prediction with 721,799 reactions and 888 catalyst types from USPTO. Predict which catalyst facilitates the given reaction. (1) Reactant: [CH:1]([O:4][C:5](=[O:30])[NH:6][C:7]1[CH:12]=[CH:11][C:10]([C:13]2[N:14]([CH:26]3[CH2:29][CH2:28][CH2:27]3)[C:15]3[C:20]([C:21]=2[C:22]#[N:23])=[CH:19][CH:18]=[C:17]([O:24]C)[CH:16]=3)=[CH:9][CH:8]=1)([CH3:3])[CH3:2].B(Br)(Br)Br.O. Product: [CH:1]([O:4][C:5](=[O:30])[NH:6][C:7]1[CH:8]=[CH:9][C:10]([C:13]2[N:14]([CH:26]3[CH2:29][CH2:28][CH2:27]3)[C:15]3[C:20]([C:21]=2[C:22]#[N:23])=[CH:19][CH:18]=[C:17]([OH:24])[CH:16]=3)=[CH:11][CH:12]=1)([CH3:3])[CH3:2]. The catalyst class is: 2. (2) The catalyst class is: 3. Reactant: [CH3:1][C@@H:2]1[NH:7][CH2:6][CH2:5][N:4]([S:8]([C:11]2[CH:16]=[CH:15][C:14]([C:17]([F:20])([F:19])[F:18])=[CH:13][CH:12]=2)(=[O:10])=[O:9])[CH2:3]1.C1C=CC2N(O)N=NC=2C=1.O.CN(C(ON1N=NC2C=CC=CC1=2)=[N+](C)C)C.F[P-](F)(F)(F)(F)F.[CH3:56][C:57]1[CH:58]=[C:59]([C:63](O)=[O:64])[CH:60]=[N:61][CH:62]=1.CCN(C(C)C)C(C)C. Product: [CH3:1][C@H:2]1[CH2:3][N:4]([S:8]([C:11]2[CH:12]=[CH:13][C:14]([C:17]([F:20])([F:18])[F:19])=[CH:15][CH:16]=2)(=[O:9])=[O:10])[CH2:5][CH2:6][N:7]1[C:63]([C:59]1[CH:60]=[N:61][CH:62]=[C:57]([CH3:56])[CH:58]=1)=[O:64].